From a dataset of Reaction yield outcomes from USPTO patents with 853,638 reactions. Predict the reaction yield, written as a fraction of the theoretical maximum amount of product (1.0 means a 100% yield; for example, 0.34 means a 34% yield). (1) The reactants are [CH2:1]([O:3][C:4](=[O:17])[CH:5](CC)[C:6]1[CH:11]=[CH:10][C:9]([OH:12])=[C:8]([O:13][CH3:14])[CH:7]=1)[CH3:2].C([O-])([O-])=O.[K+].[K+].I[CH:25]([CH3:27])[CH3:26]. The catalyst is CN(C=O)C.CCOC(C)=O. The product is [CH2:1]([O:3][C:4](=[O:17])[CH2:5][C:6]1[CH:11]=[CH:10][C:9]([O:12][CH:25]([CH3:27])[CH3:26])=[C:8]([O:13][CH3:14])[CH:7]=1)[CH3:2]. The yield is 0.890. (2) The reactants are C([O:5][C:6]([CH:8]1[CH:12]([CH2:13][C:14]([CH3:17])([CH3:16])[CH3:15])[C:11]([C:20]2[CH:25]=[CH:24][C:23]([Cl:26])=[CH:22][CH:21]=2)([C:18]#[N:19])[CH:10]([C:27]2[CH:32]=[CH:31][CH:30]=[C:29]([Cl:33])[CH:28]=2)[NH:9]1)=[O:7])(C)(C)C.[F:34][C:35]([F:40])([F:39])[C:36]([OH:38])=[O:37]. The catalyst is ClCCl. The product is [F:34][C:35]([F:40])([F:39])[C:36]([OH:38])=[O:37].[Cl:33][C:29]1[CH:28]=[C:27]([CH:10]2[NH:9][CH:8]([C:6]([OH:7])=[O:5])[CH:12]([CH2:13][C:14]([CH3:17])([CH3:16])[CH3:15])[C:11]2([C:20]2[CH:21]=[CH:22][C:23]([Cl:26])=[CH:24][CH:25]=2)[C:18]#[N:19])[CH:32]=[CH:31][CH:30]=1. The yield is 0.760.